From a dataset of Reaction yield outcomes from USPTO patents with 853,638 reactions. Predict the reaction yield, written as a fraction of the theoretical maximum amount of product (1.0 means a 100% yield; for example, 0.34 means a 34% yield). (1) The reactants are [OH:1][NH:2][C:3]([C:5]1[CH:10]=[CH:9][C:8]([C:11]([F:14])([F:13])[F:12])=[CH:7][N:6]=1)=[NH:4].[Cl:15][C:16]1[CH:24]=[CH:23][C:22]([N+:25]([O-:27])=[O:26])=[CH:21][C:17]=1[C:18](O)=O. No catalyst specified. The product is [Cl:15][C:16]1[CH:24]=[CH:23][C:22]([N+:25]([O-:27])=[O:26])=[CH:21][C:17]=1[C:18]1[O:1][N:2]=[C:3]([C:5]2[CH:10]=[CH:9][C:8]([C:11]([F:12])([F:13])[F:14])=[CH:7][N:6]=2)[N:4]=1. The yield is 0.250. (2) The reactants are [C:1]([O:5][C:6]([N:8]1[CH2:11][CH:10]([N:12]([CH3:36])[C:13]2[CH:21]=[CH:20][C:19]([C:22]([O:24][CH3:25])=[O:23])=[C:18]3[C:14]=2[CH:15]=[CH:16][N:17]3[S:26]([C:29]2[CH:35]=[CH:34][C:32]([CH3:33])=[CH:31][CH:30]=2)(=[O:28])=[O:27])[CH2:9]1)=[O:7])([CH3:4])([CH3:3])[CH3:2].[Li+].CC([N-]C(C)C)C.[O:45]1[CH2:48][C:47](=[O:49])[CH2:46]1. The catalyst is C1COCC1. The product is [C:1]([O:5][C:6]([N:8]1[CH2:9][CH:10]([N:12]([CH3:36])[C:13]2[CH:21]=[CH:20][C:19]([C:22]([O:24][CH3:25])=[O:23])=[C:18]3[C:14]=2[CH:15]=[C:16]([C:47]2([OH:49])[CH2:48][O:45][CH2:46]2)[N:17]3[S:26]([C:29]2[CH:30]=[CH:31][C:32]([CH3:33])=[CH:34][CH:35]=2)(=[O:28])=[O:27])[CH2:11]1)=[O:7])([CH3:3])([CH3:4])[CH3:2]. The yield is 0.590.